The task is: Binary Classification. Given a miRNA mature sequence and a target amino acid sequence, predict their likelihood of interaction.. This data is from Experimentally validated miRNA-target interactions with 360,000+ pairs, plus equal number of negative samples. The miRNA is hsa-miR-548ap-3p with sequence AAAAACCACAAUUACUUUU. The protein sequence of the target gene is MAGSEPRSGTNSPPPPFSDWGRLEAAILSGWKTFWQSVSKERVARTTSREEVDEAASTLTRLPIDVQLYILSFLSPHDLCQLGSTNHYWNETVRDPILWRYFLLRDLPSWSSVDWKSLPDLEILKKPISEVTDGAFFDYMAVYRMCCPYTRRASKSSRPMYGAVTSFLHSLIIQNEPRFAMFGPGLEELNTSLVLSLMSSEELCPTAGLPQRQIDGIGSGVNFQLNNQHKFNILILYSTTRKERDRAREEHTSAVNKMFSRHNEGDDQQGSRYSVIPQIQKVCEVVDGFIYVANAEAHKR.... Result: 0 (no interaction).